From a dataset of Reaction yield outcomes from USPTO patents with 853,638 reactions. Predict the reaction yield, written as a fraction of the theoretical maximum amount of product (1.0 means a 100% yield; for example, 0.34 means a 34% yield). (1) The catalyst is C1COCC1. The reactants are [NH2:1][C:2]1[C:3]([O:14][CH3:15])=[N:4][C:5]([CH2:8][C:9]([O:11][CH2:12][CH3:13])=[O:10])=[CH:6][CH:7]=1.[Br:16][C:17]1[CH:22]=[CH:21][CH:20]=[CH:19][C:18]=1[N:23]=[C:24]=[O:25].CCN(CC)CC.O. The yield is 0.930. The product is [Br:16][C:17]1[CH:22]=[CH:21][CH:20]=[CH:19][C:18]=1[NH:23][C:24](=[O:25])[NH:1][C:2]1[C:3]([O:14][CH3:15])=[N:4][C:5]([CH2:8][C:9]([O:11][CH2:12][CH3:13])=[O:10])=[CH:6][CH:7]=1. (2) The reactants are [CH:1]1[CH:6]=[CH:5][C:4]([CH2:7][C@H:8]([NH2:12])[C:9]([OH:11])=[O:10])=[CH:3][CH:2]=1.[C:13](Cl)(=[O:15])[CH3:14]. The catalyst is [OH-].[Na+].C([O-])([O-])=O.[Na+].[Na+]. The product is [C:13]([NH:12][C@@H:8]([CH:7]([C:1]1[CH:6]=[CH:5][CH:4]=[CH:3][CH:2]=1)[C:4]1[CH:3]=[CH:2][CH:1]=[CH:6][CH:5]=1)[C:9]([OH:11])=[O:10])(=[O:15])[CH3:14]. The yield is 0.600.